This data is from Catalyst prediction with 721,799 reactions and 888 catalyst types from USPTO. The task is: Predict which catalyst facilitates the given reaction. Reactant: [C:1]1([SH:7])[CH:6]=[CH:5][CH:4]=[CH:3][CH:2]=1.[CH2:8]([C:14]1([CH2:29][CH2:30][CH2:31][CH2:32][CH2:33][CH3:34])[C:26]2[CH:25]=[C:24](I)[CH:23]=[CH:22][C:21]=2[C:20]2[C:15]1=[CH:16][C:17](I)=[CH:18][CH:19]=2)[CH2:9][CH2:10][CH2:11][CH2:12][CH3:13].C([O-])([O-])=O.[K+].[K+].O. Product: [CH2:8]([C:14]1([CH2:29][CH2:30][CH2:31][CH2:32][CH2:33][CH3:34])[C:26]2[CH:25]=[C:24]([S:7][C:1]3[CH:6]=[CH:5][CH:4]=[CH:3][CH:2]=3)[CH:23]=[CH:22][C:21]=2[C:20]2[C:15]1=[CH:16][C:17]([S:7][C:1]1[CH:6]=[CH:5][CH:4]=[CH:3][CH:2]=1)=[CH:18][CH:19]=2)[CH2:9][CH2:10][CH2:11][CH2:12][CH3:13]. The catalyst class is: 122.